From a dataset of Full USPTO retrosynthesis dataset with 1.9M reactions from patents (1976-2016). Predict the reactants needed to synthesize the given product. (1) Given the product [C:1]([C:3]1[CH:4]=[C:5]([S:9]([O-:11])(=[O:19])=[O:10])[CH:6]=[CH:7][CH:8]=1)#[N:2].[NH+:13]1[CH:18]=[CH:17][CH:16]=[CH:15][CH:14]=1, predict the reactants needed to synthesize it. The reactants are: [C:1]([C:3]1[CH:4]=[C:5]([S:9](Cl)(=[O:11])=[O:10])[CH:6]=[CH:7][CH:8]=1)#[N:2].[N:13]1[CH:18]=[CH:17][CH:16]=[CH:15][CH:14]=1.[OH2:19]. (2) Given the product [ClH:32].[ClH:32].[C:26]1([S:23]([C:20]2[C:18]3=[N:19][C:14]([N:11]4[CH2:12][CH2:13][NH:8][CH2:9][CH2:10]4)=[CH:15][CH:16]=[C:17]3[NH:22][CH:21]=2)(=[O:25])=[O:24])[CH:31]=[CH:30][CH:29]=[CH:28][CH:27]=1, predict the reactants needed to synthesize it. The reactants are: C([N:8]1[CH2:13][CH2:12][N:11]([C:14]2[N:19]=[C:18]3[C:20]([S:23]([C:26]4[CH:31]=[CH:30][CH:29]=[CH:28][CH:27]=4)(=[O:25])=[O:24])=[CH:21][NH:22][C:17]3=[CH:16][CH:15]=2)[CH2:10][CH2:9]1)C1C=CC=CC=1.[Cl:32]C(OC(Cl)=O)C. (3) Given the product [N+:34]([C:29]1[CH:30]=[CH:31][CH:32]=[CH:33][C:28]=1[C:16]1[CH:24]=[CH:23][CH:22]=[C:21]2[C:17]=1[CH2:18][CH2:19][C:20]2=[O:25])([O-:36])=[O:35], predict the reactants needed to synthesize it. The reactants are: C1(C)C=CC=CC=1.CC1(C)C(C)(C)OB([C:16]2[CH:24]=[CH:23][CH:22]=[C:21]3[C:17]=2[CH2:18][CH2:19][C:20]3=[O:25])O1.Cl[C:28]1[CH:33]=[CH:32][CH:31]=[CH:30][C:29]=1[N+:34]([O-:36])=[O:35].C([O-])([O-])=O.[Na+].[Na+]. (4) Given the product [Br:6][C:7]1[CH:12]=[CH:11][C:10](/[C:13](/[C:17]#[C:18][C:19]2[CH:24]=[CH:23][CH:22]=[CH:21][CH:20]=2)=[CH:14]/[CH2:15][S:66][C:63]2[CH:64]=[CH:65][C:60]([O:59][CH2:58][C:57]([O:56][CH2:54][CH3:55])=[O:68])=[C:61]([CH3:67])[CH:62]=2)=[CH:9][CH:8]=1, predict the reactants needed to synthesize it. The reactants are: BrC(Br)(Br)Br.[Br:6][C:7]1[CH:12]=[CH:11][C:10](/[C:13](/[C:17]#[C:18][C:19]2[CH:24]=[CH:23][CH:22]=[CH:21][CH:20]=2)=[CH:14]/[CH2:15]O)=[CH:9][CH:8]=1.C1(P(C2C=CC=CC=2)C2C=CC=CC=2)C=CC=CC=1.C(N(CC)C(C)C)(C)C.O.[CH2:54]([O:56][C:57](=[O:68])[CH2:58][O:59][C:60]1[CH:65]=[CH:64][C:63]([SH:66])=[CH:62][C:61]=1[CH3:67])[CH3:55]. (5) Given the product [C:1]([O:5][C:6]([N:8]1[CH2:13][CH2:12][CH:11]([N:14]2[C:27]3[CH:26]=[CH:25][C:24]([C:28](=[NH:32])[NH:29][OH:31])=[CH:23][C:22]=3[O:21][C:20]3[C:15]2=[CH:16][CH:17]=[CH:18][CH:19]=3)[CH2:10][CH2:9]1)=[O:7])([CH3:4])([CH3:2])[CH3:3], predict the reactants needed to synthesize it. The reactants are: [C:1]([O:5][C:6]([N:8]1[CH2:13][CH2:12][CH:11]([N:14]2[C:27]3[CH:26]=[CH:25][C:24]([C:28]#[N:29])=[CH:23][C:22]=3[O:21][C:20]3[C:15]2=[CH:16][CH:17]=[CH:18][CH:19]=3)[CH2:10][CH2:9]1)=[O:7])([CH3:4])([CH3:3])[CH3:2].Cl.[OH-:31].[NH4+:32].C(=O)([O-])[O-].[K+].[K+].O. (6) Given the product [CH3:24][C:14]1[CH:19]=[CH:18][C:17]([S:20]([O:13][CH2:12][CH:8]2[CH2:7][CH2:6][C:5]3[C:10](=[CH:11][C:2]([F:1])=[CH:3][CH:4]=3)[O:9]2)(=[O:22])=[O:21])=[CH:16][CH:15]=1, predict the reactants needed to synthesize it. The reactants are: [F:1][C:2]1[CH:11]=[C:10]2[C:5]([CH2:6][CH2:7][CH:8]([CH2:12][OH:13])[O:9]2)=[CH:4][CH:3]=1.[C:14]1([CH3:24])[CH:19]=[CH:18][C:17]([S:20](Cl)(=[O:22])=[O:21])=[CH:16][CH:15]=1.O. (7) The reactants are: [CH3:1][O:2][C:3]1[CH:8]=[CH:7][CH:6]=[CH:5][C:4]=1[CH:9]([NH:11][C@H:12]1[CH2:16][CH2:15][N:14]([C:17]2[CH:22]=[CH:21][C:20]([S:23]([N:26]([CH3:28])[CH3:27])(=[O:25])=[O:24])=[CH:19][CH:18]=2)[CH2:13]1)[CH3:10].[ClH:29]. Given the product [ClH:29].[ClH:29].[CH3:1][O:2][C:3]1[CH:8]=[CH:7][CH:6]=[CH:5][C:4]=1[CH:9]([NH:11][C@H:12]1[CH2:16][CH2:15][N:14]([C:17]2[CH:18]=[CH:19][C:20]([S:23]([N:26]([CH3:28])[CH3:27])(=[O:25])=[O:24])=[CH:21][CH:22]=2)[CH2:13]1)[CH3:10], predict the reactants needed to synthesize it. (8) Given the product [ClH:51].[ClH:51].[C:1]([C:5]1[N:10]=[C:9]([CH2:11][CH2:12][CH2:13][CH2:14][CH2:15][CH3:16])[C:8]([C:17]([N:19]([CH2:41][CH:42]([CH3:43])[CH3:44])[C@H:20]2[CH2:25][C@@H:24]([C:26]([N:28]3[CH2:33][CH2:32][O:31][CH2:30][CH2:29]3)=[O:27])[CH2:23][NH:22][CH2:21]2)=[O:18])=[CH:7][N:6]=1)([CH3:2])([CH3:3])[CH3:4], predict the reactants needed to synthesize it. The reactants are: [C:1]([C:5]1[N:10]=[C:9]([CH2:11][CH2:12][CH2:13][CH2:14][CH2:15][CH3:16])[C:8]([C:17]([N:19]([CH2:41][CH:42]([CH3:44])[CH3:43])[C@H:20]2[CH2:25][C@@H:24]([C:26]([N:28]3[CH2:33][CH2:32][O:31][CH2:30][CH2:29]3)=[O:27])[CH2:23][N:22](C(OC(C)(C)C)=O)[CH2:21]2)=[O:18])=[CH:7][N:6]=1)([CH3:4])([CH3:3])[CH3:2].C(OCC)(=O)C.[ClH:51].